This data is from Full USPTO retrosynthesis dataset with 1.9M reactions from patents (1976-2016). The task is: Predict the reactants needed to synthesize the given product. (1) Given the product [Cl:1][C:2]1([S:18]([NH:21][C:22]2[CH:27]=[C:26]([CH3:28])[N:25]=[C:24]3[S:29][C:30]([CH3:40])=[C:31]([C:32]4[CH:37]=[CH:36][CH:35]=[C:34]([O:38][CH3:39])[CH:33]=4)[C:23]=23)(=[O:20])=[O:19])[CH2:3][CH2:4][NH:5][CH2:6][CH2:7]1, predict the reactants needed to synthesize it. The reactants are: [Cl:1][C:2]1([S:18]([NH:21][C:22]2[CH:27]=[C:26]([CH3:28])[N:25]=[C:24]3[S:29][C:30]([CH3:40])=[C:31]([C:32]4[CH:37]=[CH:36][CH:35]=[C:34]([O:38][CH3:39])[CH:33]=4)[C:23]=23)(=[O:20])=[O:19])[CH2:7][CH2:6][N:5](C(OCC2C=CC=CC=2)=O)[CH2:4][CH2:3]1.CO.C(O)(=O)C.[H][H]. (2) Given the product [C:1]([O:5][C:6](=[O:27])[C:7]1[CH:8]=[CH:9][C:10]([CH2:13][NH:14][S:15]([C:18]2[CH:23]=[CH:22][CH:21]=[CH:20][C:19]=2[NH2:24])(=[O:17])=[O:16])=[CH:11][CH:12]=1)([CH3:4])([CH3:2])[CH3:3], predict the reactants needed to synthesize it. The reactants are: [C:1]([O:5][C:6](=[O:27])[C:7]1[CH:12]=[CH:11][C:10]([CH2:13][NH:14][S:15]([C:18]2[CH:23]=[CH:22][CH:21]=[CH:20][C:19]=2[N+:24]([O-])=O)(=[O:17])=[O:16])=[CH:9][CH:8]=1)([CH3:4])([CH3:3])[CH3:2].[H][H]. (3) Given the product [C:41]([O:40][C:38](=[O:39])[NH:37][CH:30]([CH:31]1[CH2:32][CH2:33][CH2:34][CH2:35][CH2:36]1)[C:29]([N:26]1[CH2:27][CH2:28][CH:12]2[NH:11][CH2:15][CH:14]([C:16]3[C:24]4[C:19](=[CH:20][C:21]([F:25])=[CH:22][CH:23]=4)[NH:18][CH:17]=3)[CH:13]12)=[O:45])([CH3:44])([CH3:42])[CH3:43], predict the reactants needed to synthesize it. The reactants are: C(OC([N:11]1[CH2:15][CH:14]([C:16]2[C:24]3[C:19](=[CH:20][C:21]([F:25])=[CH:22][CH:23]=3)[NH:18][CH:17]=2)[CH:13]2[N:26]([C:29](=[O:45])[CH:30]([NH:37][C:38]([O:40][C:41]([CH3:44])([CH3:43])[CH3:42])=[O:39])[CH:31]3[CH2:36][CH2:35][CH2:34][CH2:33][CH2:32]3)[CH2:27][CH2:28][CH:12]12)=O)C1C=CC=CC=1.